From a dataset of Reaction yield outcomes from USPTO patents with 853,638 reactions. Predict the reaction yield, written as a fraction of the theoretical maximum amount of product (1.0 means a 100% yield; for example, 0.34 means a 34% yield). (1) The reactants are [Br:1][C:2]1[CH:7]=[CH:6][C:5]([C:8]2[N:9]=[C:10]([C:13](OCC)=[O:14])[NH:11][CH:12]=2)=[CH:4][CH:3]=1.COCCO[AlH2-]OCCOC.[Na+]. The catalyst is C1COCC1. The product is [Br:1][C:2]1[CH:3]=[CH:4][C:5]([C:8]2[N:9]=[C:10]([CH2:13][OH:14])[NH:11][CH:12]=2)=[CH:6][CH:7]=1. The yield is 0.710. (2) The reactants are [F:1][C:2]1[CH:3]=[CH:4][C:5]2[N:6]([CH:8]=[C:9]([C:11]([NH:13][C@H:14]3[CH2:19][CH2:18][C@@H:17]([NH:20][C:21]([C:23]4[C:24]([NH:30][CH2:31][CH2:32][C:33]5[CH:38]=[CH:37][CH:36]=[CH:35][CH:34]=5)=[N:25][CH:26]=[C:27]([F:29])[CH:28]=4)=[O:22])[CH2:16][CH2:15]3)=[O:12])[N:10]=2)[CH:7]=1.[C:39](N1C=CN=C1)(N1C=CN=C1)=[O:40].[H-].[Na+]. The catalyst is CN(C)C=O. The product is [F:1][C:2]1[CH:3]=[CH:4][C:5]2[N:6]([CH:8]=[C:9]([C:11]([NH:13][C@H:14]3[CH2:15][CH2:16][C@@H:17]([N:20]4[C:21](=[O:22])[C:23]5[CH:28]=[C:27]([F:29])[CH:26]=[N:25][C:24]=5[N:30]([CH2:31][CH2:32][C:33]5[CH:38]=[CH:37][CH:36]=[CH:35][CH:34]=5)[C:39]4=[O:40])[CH2:18][CH2:19]3)=[O:12])[N:10]=2)[CH:7]=1. The yield is 0.270. (3) The reactants are [CH2:1]([O:8][C:9](=[O:14])[C@H:10]([CH2:12][OH:13])[NH2:11])[C:2]1[CH:7]=[CH:6][CH:5]=[CH:4][CH:3]=1.[C:15]([O:25][C@H:26]([CH2:31][CH2:32][CH2:33][CH2:34][CH2:35][CH2:36][CH2:37][CH2:38][CH2:39][CH2:40][CH3:41])[CH2:27][C:28](O)=[O:29])(=[O:24])[CH2:16][CH2:17][CH2:18][CH2:19][CH2:20][CH2:21][CH2:22][CH3:23].C(Cl)CCl.CI. The catalyst is C(Cl)Cl. The product is [CH2:1]([O:8][C:9](=[O:14])[C@H:10]([CH2:12][OH:13])[NH:11][C:28](=[O:29])[CH2:27][C@H:26]([O:25][C:15](=[O:24])[CH2:16][CH2:17][CH2:18][CH2:19][CH2:20][CH2:21][CH2:22][CH3:23])[CH2:31][CH2:32][CH2:33][CH2:34][CH2:35][CH2:36][CH2:37][CH2:38][CH2:39][CH2:40][CH3:41])[C:2]1[CH:7]=[CH:6][CH:5]=[CH:4][CH:3]=1. The yield is 0.890. (4) The reactants are C1(C[N:8]2[CH2:13][CH2:12][CH:11]([N:14]3[CH2:19][CH2:18][CH:17]([N:20]4[CH2:29][C:28]5[C:23](=[CH:24][CH:25]=[CH:26][CH:27]=5)[NH:22][C:21]4=[O:30])[CH2:16][CH2:15]3)[CH2:10][CH2:9]2)C=CC=CC=1.N. The catalyst is [OH-].[OH-].[Pd+2].ClCCl.CO.C1CCCCC1. The product is [NH:8]1[CH2:13][CH2:12][CH:11]([N:14]2[CH2:19][CH2:18][CH:17]([N:20]3[CH2:29][C:28]4[C:23](=[CH:24][CH:25]=[CH:26][CH:27]=4)[NH:22][C:21]3=[O:30])[CH2:16][CH2:15]2)[CH2:10][CH2:9]1. The yield is 0.920. (5) The reactants are [CH2:1]([O:3][C:4]1[CH:12]=[CH:11][C:7]([C:8](O)=[O:9])=[CH:6][C:5]=1[C:13]([F:16])([F:15])[F:14])[CH3:2].[CH:17]1C=CC2N(O)N=NC=2C=1.CCN=C=NCCCN(C)C.O[N:39]=[C:40]([C:42]1[C:43]2[CH2:44][CH2:45][CH:46]([OH:51])[C:47]=2[CH:48]=[CH:49][CH:50]=1)[NH2:41].[Na+].[Cl-]. The catalyst is CN(C=O)C. The product is [CH:1]([O:3][C:4]1[CH:12]=[CH:11][C:7]([C:8]2[O:9][N:41]=[C:40]([C:42]3[CH:50]=[CH:49][CH:48]=[C:47]4[C:43]=3[CH2:44][CH2:45][CH:46]4[OH:51])[N:39]=2)=[CH:6][C:5]=1[C:13]([F:16])([F:15])[F:14])([CH3:2])[CH3:17]. The yield is 0.630.